Dataset: Forward reaction prediction with 1.9M reactions from USPTO patents (1976-2016). Task: Predict the product of the given reaction. (1) Given the reactants [Cl:1][C:2]1[CH:17]=[CH:16][C:15]([Cl:18])=[CH:14][C:3]=1[O:4][C:5]1[N:9]([CH3:10])[N:8]=[C:7]([CH3:11])[C:6]=1[CH:12]=[O:13].[O-:19]Cl=O.[Na+], predict the reaction product. The product is: [Cl:1][C:2]1[CH:17]=[CH:16][C:15]([Cl:18])=[CH:14][C:3]=1[O:4][C:5]1[N:9]([CH3:10])[N:8]=[C:7]([CH3:11])[C:6]=1[C:12]([OH:19])=[O:13]. (2) Given the reactants [NH:1]1[CH2:5][CH2:4][CH2:3][C:2]1=[O:6].Br[C:8]1[CH:13]=[CH:12][C:11]([C:14]([N:16]2[CH2:21][CH2:20][N:19]([C:22]3[C:27]([CH3:28])=[CH:26][C:25]([CH3:29])=[CH:24][N:23]=3)[CH2:18][CH2:17]2)=[O:15])=[C:10]([CH3:30])[CH:9]=1, predict the reaction product. The product is: [CH3:28][C:27]1[C:22]([N:19]2[CH2:18][CH2:17][N:16]([C:14]([C:11]3[CH:12]=[CH:13][C:8]([N:1]4[CH2:5][CH2:4][CH2:3][C:2]4=[O:6])=[CH:9][C:10]=3[CH3:30])=[O:15])[CH2:21][CH2:20]2)=[N:23][CH:24]=[C:25]([CH3:29])[CH:26]=1.